Dataset: Full USPTO retrosynthesis dataset with 1.9M reactions from patents (1976-2016). Task: Predict the reactants needed to synthesize the given product. (1) Given the product [C:1]([C:5]1[CH:6]=[C:7]([CH:22]([OH:27])[C:23]([F:26])([F:24])[F:25])[C:8]([O:20][CH3:21])=[C:9]([NH:11][C:12]([NH:28][CH:29]2[CH2:37][C:36]3[C:31](=[CH:32][CH:33]=[CH:34][CH:35]=3)[CH2:30]2)=[O:19])[CH:10]=1)([CH3:4])([CH3:2])[CH3:3], predict the reactants needed to synthesize it. The reactants are: [C:1]([C:5]1[CH:6]=[C:7]([CH:22]([OH:27])[C:23]([F:26])([F:25])[F:24])[C:8]([O:20][CH3:21])=[C:9]([NH:11][C:12](=[O:19])OCC(Cl)(Cl)Cl)[CH:10]=1)([CH3:4])([CH3:3])[CH3:2].[NH2:28][CH:29]1[CH2:37][C:36]2[C:31](=[CH:32][CH:33]=[CH:34][CH:35]=2)[CH2:30]1.C(N(CC)C(C)C)(C)C. (2) The reactants are: [CH2:1]([C:8]1[C:17]2[C:12](=[CH:13][CH:14]=[C:15](Br)[CH:16]=2)[C:11](=[O:19])[NH:10][N:9]=1)[C:2]1[CH:7]=[CH:6][CH:5]=[CH:4][CH:3]=1.[N:20]1[CH:25]=[CH:24][C:23](B(O)O)=[CH:22][CH:21]=1.ClCCl.C(=O)([O-])[O-].[K+].[K+]. Given the product [CH2:1]([C:8]1[C:17]2[C:12](=[CH:13][CH:14]=[C:15]([C:23]3[CH:24]=[CH:25][N:20]=[CH:21][CH:22]=3)[CH:16]=2)[C:11](=[O:19])[NH:10][N:9]=1)[C:2]1[CH:7]=[CH:6][CH:5]=[CH:4][CH:3]=1, predict the reactants needed to synthesize it. (3) Given the product [Br:5][C:6]1[CH:13]=[CH:12][CH:11]=[CH:10][C:7]=1[CH2:8][N:3]([CH3:4])[CH3:2], predict the reactants needed to synthesize it. The reactants are: Cl.[CH3:2][NH:3][CH3:4].[Br:5][C:6]1[CH:13]=[CH:12][CH:11]=[CH:10][C:7]=1[CH:8]=O.[BH3-]C#N.[Na+]. (4) Given the product [ClH:43].[ClH:1].[OH:62][CH:59]1[CH2:60][CH2:61][N:56]([CH2:55][CH2:54][N:14]2[CH2:15][CH2:16][CH:17]([NH:20][C:21]([C:23]3[NH:24][C:25]4[C:30]([CH:31]=3)=[C:29]([O:32][CH2:33][C:34]3[C:38]5[C:39]([Cl:43])=[CH:40][CH:41]=[CH:42][C:37]=5[O:36][CH:35]=3)[CH:28]=[CH:27][CH:26]=4)=[O:22])[CH2:18][CH2:19]2)[CH2:57][CH2:58]1, predict the reactants needed to synthesize it. The reactants are: [ClH:1].Cl.[C@H]1(C[N:14]2[CH2:19][CH2:18][CH:17]([NH:20][C:21]([C:23]3[NH:24][C:25]4[C:30]([CH:31]=3)=[C:29]([O:32][CH2:33][C:34]3[C:38]5[C:39]([Cl:43])=[CH:40][CH:41]=[CH:42][C:37]=5[O:36][CH:35]=3)[CH:28]=[CH:27][CH:26]=4)=[O:22])[CH2:16][CH2:15]2)[C@@H]2N(CCCC2)CCC1.Cl.Cl.Cl.NC1CCN([CH2:54][CH2:55][N:56]2[CH2:61][CH2:60][CH:59]([OH:62])[CH2:58][CH2:57]2)CC1.